Dataset: Experimentally validated miRNA-target interactions with 360,000+ pairs, plus equal number of negative samples. Task: Binary Classification. Given a miRNA mature sequence and a target amino acid sequence, predict their likelihood of interaction. (1) The miRNA is hsa-miR-4306 with sequence UGGAGAGAAAGGCAGUA. The protein sequence of the target gene is MAKRKEENFSSPKNAKRPRQEELEDFDKDGDEDECKGTTLTAAEVGIIESIHLKNFMCHSMLGPFKFGSNVNFVVGNNGSGKSAVLTALIVGLGGRAVATNRGSSLKGFVKDGQNSADISITLRNRGDDAFKASVYGNSILIQQHISIDGSRSYKLKSATGSVVSTRKEELIAILDHFNIQVDNPVSVLTQEMSKQFLQSKNEGDKYKFFMKATQLEQMKEDYSYIMETKERTKEQIHQGEERLTELKRQCVEKEERFQSIAGLSTMKTNLESLKHEMAWAVVNEIEKQLNAIRDNIKIG.... Result: 0 (no interaction). (2) The miRNA is hsa-miR-200c-5p with sequence CGUCUUACCCAGCAGUGUUUGG. The protein sequence of the target gene is MANVLCNRARLVSYLPGFCSLVKRVVNPKAFSTAGSSGSDESHVAAAPPDICSRTVWPDETMGPFGPQDQRFQLPGNIGFDCHLNGTASQKKSLVHKTLPDVLAEPLSSERHEFVMAQYVNEFQGNDAPVEQEINSAETYFESARVECAIQTCPELLRKDFESLFPEVANGKLMILTVTQKTKNDMTVWSEEVEIEREVLLEKFINGAKEICYALRAEGYWADFIDPSSGLAFFGPYTNNTLFETDERYRHLGFSVDDLGCCKVIRHSLWGTHVVVGSIFTNATPDSHIMKKLSGN. Result: 0 (no interaction). (3) The miRNA is mmu-miR-3964 with sequence AUAAGGUAGAAAGCACUAAA. The protein sequence of the target gene is MAKVPDLFEDLKNCYSENEDYSSAIDHLSLNQKSFYDASYGSLHETCTDQFVSLRTSETSKMSNFTFKESRVTVSATSSNGKILKKRRLSFSETFTEDDLQSITHDLEETIQPRSAPYTYQSDLRYKLMKLVRQKFVMNDSLNQTIYQDVDKHYLSTTWLNDLQQEVKFDMYAYSSGGDDSKYPVTLKISDSQLFVSAQGEDQPVLLKELPETPKLITGSETDLIFFWKSINSKNYFTSAAYPELFIATKEQSRVHLARGLPSMTDFQIS. Result: 0 (no interaction). (4) The miRNA is hsa-miR-4635 with sequence UCUUGAAGUCAGAACCCGCAA. The protein sequence of the target gene is MRAVRRGLREGGAMAAARDPPEVSLREATQRKLRRFSELRGKLVARGEFWDIVAITAADEKQELAYNQQLSEKLKRKELPLGVQYHVFVDPAGAKIGNGGSTLCALQCLEKLYGDKWNSFTILLIHSGGYSQRLPNASALGKIFTALPLGNPIYQMLELKLAMYIDFPLNMNPGILVTCADDIELYSIGEFEFIRFDKPGFTALAHPSSLTIGTTHGVFVLDPFDDLKHRDLEYRSCHRFLHKPSIEKMYQFNAVCRPGNFCQQDFAGGDIADLKLDSDYVYTDSLFYMDHKSAKMLLAF.... Result: 1 (interaction). (5) The miRNA is mmu-miR-669c-3p with sequence UACACACACACACACAAGUAAA. The protein sequence of the target gene is MAADPLPPSAMVQPGTLNLNNEVVKMRKEVKRIRVLVIRKLVRSVGRLKSKKGTEDALLKNQRRAQRLLEEIHAMKELKPDVVTKSALSDDINFEKTCKKPDSTATDRAVARLAGHPLLKKKIDVLKDAVQAFKDARQSAPAAESSESTSGEGRCKDIARSKDDARESQHPERTVVREQKAKDTNTAAKNAASGSKEKLAKTEQAPRAGTTPGSQGRPSGKGAGVNSEHQGAPAPGDSNQGKASTKTPEDSVCEPANNGVSEEEESEGEKEYFDDSTEERFYKQSSASEDSDSGDDFFIG.... Result: 1 (interaction). (6) The miRNA is cel-miR-261 with sequence UAGCUUUUUAGUUUUCACG. The protein sequence of the target gene is MALVALVAGARLGRRLSGPGLGRGHWTAARRSRSRREAAEAEAEVPVVQYVGERAARADRVFVWGFSFSGALGVPSFVVPSSGPGPRAGARPRRRIQPVPYRLELDQKISSAACGYGFTLLSSKTADVTKVWGMGLNKDSQLGFHRSRKDKTRGYEYVLEPSPVSLPLDRPQETRVLQVSCGRAHSLVLTDREGVFSMGNNSYGQCGRKVVENEIYSESHRVHRMQDFDGQVVQVACGQDHSLFLTDKGEVYSCGWGADGQTGLGHYNITSSPTKLGGDLAGVNVIQVATYGDCCLAVSA.... Result: 0 (no interaction). (7) The miRNA is mmu-miR-7026-5p with sequence UUCUGAGACCAUGGGGUAUAU. The protein sequence of the target gene is MTLEEFSAAEQKTERMDTVGDALEEVLSKARSQRTITVGVYEAAKLLNVDPDNVVLCLLAADEDDDRDVALQIHFTLIRAFCCENDINILRVSNPGRLAELLLLENDAGPAESGGAAQTPDLHCVLVTNPHSSQWKDPALSQLICFCRESRYMDQWVPVINLPER. Result: 0 (no interaction). (8) The miRNA is rno-miR-103-3p with sequence AGCAGCAUUGUACAGGGCUAUGA. The protein sequence of the target gene is MVFFTCNACGESVKKIQVEKHVSVCRNCECLSCIDCGKDFWGDDYKNHVKCISEDQKYGGKGYEGKTHKGDIKQQAWIQKISELIKRPNVSPKVRELLEQISAFDNVPRKKAKFQNWMKNSLKVHNESILDQVWNIFSEASNSEPVNKEQDQRPLHPVANPHAEISTKVPASKVKDAVEQQGEVKKNKRERKEERQKKRKREKKELKLENHQENSRNQKPKKRKKGQEADLEAGGEEVPEANGSAGKRSKKKKQRKDSASEEEAHVGAGKRKRRHSEVETDSKKKKMKLPEHPEGGEPED.... Result: 0 (no interaction). (9) The miRNA is hsa-miR-5588-3p with sequence AAGUCCCACUAAUGCCAGC. The protein sequence of the target gene is MASRRKSTTPCMVLASEQDPDLELISDLDEGPPILTPVENAKAESVSSDEEVHGSVDSDNQQNKKVEGGYECKYCTFQTPDLNMFTFHVDSEHPNVVLNSSYVCVECNFLTKRYDALSEHNLKYHPGEENFKLTMVKRNNQTIFEQTINDLTFDGSFVKEENTEQGESIDVSSSGISISKTPIMKMMKNKVENKRITVHHNSAEGTSEEKENGVKASQEENAESVSSSALESNTSTSTINRVHPSPASTVVTPTAVLPGLAQVITAVSAQQNSNLLPKVLIPVNSIPTYNAALDNNPLLL.... Result: 0 (no interaction). (10) The protein sequence of the target gene is MKSAVLFLLGIIFLEQCGVRGTLVIRNARCSCISTSRGTIHYKSLKDLKQFAPSPNCNKTEIIATLKNGDQTCLDPDSANVKKLMKEWEKKISQKKKQKRGKKHQKNMKNRKPKTPQSRRRSRKTT. Result: 0 (no interaction). The miRNA is hsa-miR-4442 with sequence GCCGGACAAGAGGGAGG.